From a dataset of Retrosynthesis with 50K atom-mapped reactions and 10 reaction types from USPTO. Predict the reactants needed to synthesize the given product. (1) Given the product Cc1cc(C(N)=O)c(N)c(-c2ccc3cc(NC(=O)c4ccsc4)ccc3c2)c1, predict the reactants needed to synthesize it. The reactants are: CC1(C)OB(c2ccc3cc(NC(=O)c4ccsc4)ccc3c2)OC1(C)C.Cc1cc(Br)c(N)c(C(N)=O)c1. (2) Given the product Cc1cc(C)nc(N2CCCC2)n1, predict the reactants needed to synthesize it. The reactants are: C1CCNC1.Cc1cc(C)nc(Cl)n1. (3) Given the product COc1ccc2[nH]c3c(c2c1)CCSCCC3, predict the reactants needed to synthesize it. The reactants are: COc1ccc(NN)cc1.O=C1CCCSCCC1. (4) Given the product CC(C)N1CCC(Oc2ccc3c(c2)cc2n3[C@H](C)CN(CCO[Si](C)(C)C(C)(C)C)C2=O)CC1, predict the reactants needed to synthesize it. The reactants are: CC(C)(C)[Si](C)(C)OCCBr.CC(C)N1CCC(Oc2ccc3c(c2)cc2n3[C@H](C)CNC2=O)CC1. (5) Given the product C=C[C@H]1CC[C@H]2[C@@H]3CCC4=CC(=O)CC[C@]4(C)[C@H]3CC[C@@]21C, predict the reactants needed to synthesize it. The reactants are: C=C[C@H]1CC[C@H]2[C@@H]3CC=C4C[C@@H](O)CC[C@]4(C)[C@H]3CC[C@@]21C. (6) Given the product CCOC(=O)CSC1CN(C(=O)OC(C)(C)C)C1, predict the reactants needed to synthesize it. The reactants are: CC(C)(C)OC(=O)N1CC(I)C1.CCOC(=O)CS. (7) Given the product CC(C)OC(=O)N1CCC(COc2ccc(-c3ccc(C(=O)NC4CC4)cc3)cc2)CC1, predict the reactants needed to synthesize it. The reactants are: CC(C)OC(=O)N1CCC(COc2ccc(Br)cc2)CC1.O=C(NC1CC1)c1ccc(B(O)O)cc1. (8) Given the product N#Cc1ccc(C=NO)cc1, predict the reactants needed to synthesize it. The reactants are: N#Cc1ccc(C=O)cc1.NO. (9) Given the product CCNC(=O)Nc1cc(-c2cnn(CCN3CCOCC3)c2)c(-c2cncc(-c3n[nH]c(=O)o3)c2)cn1, predict the reactants needed to synthesize it. The reactants are: CC1(C)OB(c2cnn(CCN3CCOCC3)c2)OC1(C)C.CCNC(=O)Nc1cc(Br)c(-c2cncc(-c3n[nH]c(=O)o3)c2)cn1. (10) Given the product COC(=O)CC(=O)CSc1cc(OC)cc(C(F)(F)F)c1, predict the reactants needed to synthesize it. The reactants are: COC(=O)CC(=O)CCl.COc1cc(S)cc(C(F)(F)F)c1.